Dataset: Reaction yield outcomes from USPTO patents with 853,638 reactions. Task: Predict the reaction yield, written as a fraction of the theoretical maximum amount of product (1.0 means a 100% yield; for example, 0.34 means a 34% yield). (1) The reactants are [C:1]([C:4]1[CH:5]=[C:6]([CH:11]=[C:12]([Br:15])[C:13]=1[OH:14])[C:7]([O:9][CH3:10])=[O:8])(=[O:3])[CH3:2].C[Si]([N-][Si](C)(C)C)(C)C.[Na+].[C:26](=S)=[S:27]. The catalyst is C1COCC1. The product is [Br:15][C:12]1[CH:11]=[C:6]([C:7]([O:9][CH3:10])=[O:8])[CH:5]=[C:4]2[C:13]=1[O:14][C:26](=[S:27])[CH:2]=[C:1]2[OH:3]. The yield is 0.410. (2) The reactants are [O:1]1[C:5]2[CH:6]=[CH:7][C:8]([C:10]3[S:11][CH:12]=[C:13]([C:15]([OH:17])=O)[N:14]=3)=[CH:9][C:4]=2[CH2:3][CH2:2]1.Cl.[CH3:19][C:20]1[N:21]=[C:22]([NH2:25])[S:23][CH:24]=1.CN(C(ON1N=NC2C=CC=CC1=2)=[N+](C)C)C.F[P-](F)(F)(F)(F)F. The catalyst is N1C=CC=CC=1. The product is [O:1]1[C:5]2[CH:6]=[CH:7][C:8]([C:10]3[S:11][CH:12]=[C:13]([C:15]([NH:25][C:22]4[S:23][CH:24]=[C:20]([CH3:19])[N:21]=4)=[O:17])[N:14]=3)=[CH:9][C:4]=2[CH2:3][CH2:2]1. The yield is 0.550. (3) The reactants are [NH2:1][C@@H:2]([CH2:33][C:34]1[CH:39]=[CH:38][CH:37]=[CH:36][CH:35]=1)[C@@H:3]([OH:32])[CH2:4][C@H:5]([NH:19][C:20]([C@@H:22]([NH:27][C:28](=[O:31])[O:29][CH3:30])[C:23]([CH3:26])([CH3:25])[CH3:24])=[O:21])[CH2:6][C:7]1[CH:12]=[CH:11][C:10]([C:13]2[CH:18]=[CH:17][CH:16]=[CH:15][N:14]=2)=[CH:9][CH:8]=1.[CH2:40]([N:47]1[CH2:51][CH2:50][N:49]([C@@H:52]([C:56]([CH3:59])([CH3:58])[CH3:57])[C:53](O)=[O:54])[C:48]1=[O:60])[C:41]1[CH:46]=[CH:45][CH:44]=[CH:43][CH:42]=1.CCOP(ON1N=NC2C=CC=CC=2C1=O)(OCC)=O.C(N(CC)C(C)C)(C)C. The catalyst is C1COCC1. The product is [CH2:40]([N:47]1[CH2:51][CH2:50][N:49]([C@@H:52]([C:56]([CH3:58])([CH3:57])[CH3:59])[C:53]([NH:1][C@@H:2]([CH2:33][C:34]2[CH:35]=[CH:36][CH:37]=[CH:38][CH:39]=2)[C@@H:3]([OH:32])[CH2:4][C@H:5]([NH:19][C:20]([C@@H:22]([NH:27][C:28](=[O:31])[O:29][CH3:30])[C:23]([CH3:26])([CH3:25])[CH3:24])=[O:21])[CH2:6][C:7]2[CH:12]=[CH:11][C:10]([C:13]3[CH:18]=[CH:17][CH:16]=[CH:15][N:14]=3)=[CH:9][CH:8]=2)=[O:54])[C:48]1=[O:60])[C:41]1[CH:42]=[CH:43][CH:44]=[CH:45][CH:46]=1. The yield is 0.730. (4) The reactants are C(O[C@H:5]1[C@H:10]([N:11]=[C:12]=[S:13])[C@@H:9]([O:14][C:15](=[O:17])[CH3:16])[C@H:8]([O:18][C:19](=[O:21])[CH3:20])[C@@H:7]([CH2:22][O:23][C:24](=[O:26])[CH3:25])[O:6]1)(=O)C.Cl.[F:28][CH2:29][CH2:30][NH2:31].C(N(CC)CC)C.FC(F)(F)C(O)=O. The catalyst is ClCCl. The product is [C:19]([O:18][C@@H:8]1[C@@H:7]([CH2:22][O:23][C:24](=[O:26])[CH3:25])[O:6][C@H:5]2[C@H:10]([N:11]=[C:12]([NH:31][CH2:30][CH2:29][F:28])[S:13]2)[C@H:9]1[O:14][C:15](=[O:17])[CH3:16])(=[O:21])[CH3:20]. The yield is 0.700. (5) The reactants are [NH:1]1[CH2:4][CH:3]([C:5]([N:7]2[CH2:13][CH2:12][CH2:11][N:10]([CH:14]3[CH2:17][CH2:16][CH2:15]3)[CH2:9][CH2:8]2)=[O:6])[CH2:2]1.[N:18]1([C:24](Cl)=[O:25])[CH2:23][CH2:22][CH2:21][CH2:20][CH2:19]1. The catalyst is C(Cl)Cl. The product is [CH:14]1([N:10]2[CH2:11][CH2:12][CH2:13][N:7]([C:5]([CH:3]3[CH2:2][N:1]([C:24]([N:18]4[CH2:23][CH2:22][CH2:21][CH2:20][CH2:19]4)=[O:25])[CH2:4]3)=[O:6])[CH2:8][CH2:9]2)[CH2:17][CH2:16][CH2:15]1. The yield is 0.780. (6) The reactants are [CH3:1][O:2][C:3]1[CH:4]=[C:5]([CH:36]=[CH:37][C:38]=1[O:39][CH3:40])[O:6][CH2:7][CH2:8][N:9]1[CH2:14][CH2:13][N:12]([C:15](=O)[CH2:16][CH2:17][CH2:18][CH2:19][CH:20]([C:28]2[CH:33]=[CH:32][C:31]([F:34])=[CH:30][CH:29]=2)[C:21]2[CH:26]=[CH:25][C:24]([F:27])=[CH:23][CH:22]=2)[CH2:11][CH2:10]1.[H-].[H-].[H-].[H-].[Li+].[Al+3].N#N.CCOC(C)=O. The catalyst is C1COCC1. The product is [F:34][C:31]1[CH:32]=[CH:33][C:28]([CH:20]([C:21]2[CH:22]=[CH:23][C:24]([F:27])=[CH:25][CH:26]=2)[CH2:19][CH2:18][CH2:17][CH2:16][CH2:15][N:12]2[CH2:11][CH2:10][N:9]([CH2:8][CH2:7][O:6][C:5]3[CH:36]=[CH:37][C:38]([O:39][CH3:40])=[C:3]([O:2][CH3:1])[CH:4]=3)[CH2:14][CH2:13]2)=[CH:29][CH:30]=1. The yield is 0.730. (7) The reactants are N#N.CC([O-])=O.[K+].[B:17]1([B:17]2[O:21][C:20]([CH3:23])([CH3:22])[C:19]([CH3:25])([CH3:24])[O:18]2)[O:21][C:20]([CH3:23])([CH3:22])[C:19]([CH3:25])([CH3:24])[O:18]1.Br[C:27]1[CH:32]=[CH:31][C:30]([NH2:33])=[CH:29][C:28]=1[N+:34]([O-:36])=[O:35]. The catalyst is CS(C)=O.C1C=CC(P(C2C=CC=CC=2)[C-]2C=CC=C2)=CC=1.C1C=CC(P(C2C=CC=CC=2)[C-]2C=CC=C2)=CC=1.Cl[Pd]Cl.[Fe+2].C(Cl)Cl. The product is [N+:34]([C:28]1[CH:29]=[C:30]([NH2:33])[CH:31]=[CH:32][C:27]=1[B:17]1[O:18][C:19]([CH3:24])([CH3:25])[C:20]([CH3:22])([CH3:23])[O:21]1)([O-:36])=[O:35]. The yield is 0.770. (8) The reactants are [O:1]1[C:9]2[C:4](=[N:5][CH:6]=[C:7]([OH:10])[CH:8]=2)[O:3][CH2:2]1.C([Mg]Cl)(C)C.[F:16][C:17]([F:36])([F:35])[C:18]1[O:22][C:21]([CH2:23][N:24]2[C:32]3[C:27](=[CH:28][CH:29]=[CH:30][CH:31]=3)[C:26](=[O:33])[C:25]2=[O:34])=[CH:20][CH:19]=1. The catalyst is O1CCCC1. The product is [OH:33][C:26]1([C:6]2[N:5]=[C:4]3[O:3][CH2:2][O:1][C:9]3=[CH:8][C:7]=2[OH:10])[C:27]2[C:32](=[CH:31][CH:30]=[CH:29][CH:28]=2)[N:24]([CH2:23][C:21]2[O:22][C:18]([C:17]([F:35])([F:16])[F:36])=[CH:19][CH:20]=2)[C:25]1=[O:34]. The yield is 0.730. (9) The reactants are Cl[CH2:2][C:3]1[CH:12]=[CH:11][C:6]2[O:7][CH2:8][CH2:9][O:10][C:5]=2[CH:4]=1.[C-:13]#[N:14].[Na+].O. The catalyst is CS(C)=O. The product is [O:7]1[CH2:8][CH2:9][O:10][C:5]2[CH:4]=[C:3]([CH2:2][C:13]#[N:14])[CH:12]=[CH:11][C:6]1=2. The yield is 0.860. (10) The reactants are [Cl:1][C:2]1[C:11]2[C:6](=[CH:7][C:8](F)=[CH:9][CH:10]=2)[C:5]([O:13][CH3:14])=[CH:4][N:3]=1.[CH3:15][NH:16][CH3:17].C1COCC1. No catalyst specified. The product is [Cl:1][C:2]1[C:11]2[C:6](=[CH:7][C:8]([N:16]([CH3:17])[CH3:15])=[CH:9][CH:10]=2)[C:5]([O:13][CH3:14])=[CH:4][N:3]=1. The yield is 0.700.